Dataset: Full USPTO retrosynthesis dataset with 1.9M reactions from patents (1976-2016). Task: Predict the reactants needed to synthesize the given product. (1) Given the product [C:9]([O:13][CH2:14][CH2:15][O:16][CH2:17][CH2:18][O:19][C:29]([F:33])=[C:30]([F:32])[F:31])([CH3:12])([CH3:11])[CH3:10], predict the reactants needed to synthesize it. The reactants are: [H-].[Na+].C(COC)OC.[C:9]([O:13][CH2:14][CH2:15][O:16][CH2:17][CH2:18][OH:19])([CH3:12])([CH3:11])[CH3:10].C(OCCOCCO[C:29]([F:33])=[C:30]([F:32])[F:31])C. (2) Given the product [Cl:20][CH2:19][C:16]1[CH:15]=[CH:14][C:13]([C:12]2[O:11][N:10]=[C:9]([CH3:21])[C:8]=2[C:6]([OH:7])=[O:5])=[CH:18][CH:17]=1, predict the reactants needed to synthesize it. The reactants are: C([O:5][C:6]([C:8]1[C:9]([CH3:21])=[N:10][O:11][C:12]=1[C:13]1[CH:18]=[CH:17][C:16]([CH2:19][Cl:20])=[CH:15][CH:14]=1)=[O:7])(C)(C)C.FC(F)(F)C(O)=O. (3) Given the product [CH2:30]([O:29][C:27]([NH:16][C:15]([CH3:37])([CH2:14][C:13]1[CH:38]=[CH:39][C:10]([C:7]2[CH:6]=[CH:5][C:4]([F:3])=[CH:9][N:8]=2)=[CH:11][CH:12]=1)[C:19]([OH:20])=[O:18])=[O:28])[C:31]1[CH:32]=[CH:33][CH:34]=[CH:35][CH:36]=1, predict the reactants needed to synthesize it. The reactants are: [OH-].[Na+].[F:3][C:4]1[CH:5]=[CH:6][C:7]([C:10]2[CH:39]=[CH:38][C:13]([CH2:14][C:15]3([CH3:37])[C:19](=[O:20])[O:18]C(C4C=CC=CC=4)[N:16]3[C:27]([O:29][CH2:30][C:31]3[CH:36]=[CH:35][CH:34]=[CH:33][CH:32]=3)=[O:28])=[CH:12][CH:11]=2)=[N:8][CH:9]=1. (4) Given the product [F:1][C:2]1[CH:7]=[C:6]([F:8])[CH:5]=[CH:4][C:3]=1[CH:9]1[O:50][C:48](=[O:33])[NH:45][CH:10]1[CH2:14][C:15]1[CH:16]=[CH:17][C:18]([C:21]([F:23])([F:24])[F:22])=[CH:19][CH:20]=1, predict the reactants needed to synthesize it. The reactants are: [F:1][C:2]1[CH:7]=[C:6]([F:8])[CH:5]=[CH:4][C:3]=1[CH:9](O)[CH:10]([CH2:14][C:15]1[CH:20]=[CH:19][C:18]([C:21]([F:24])([F:23])[F:22])=[CH:17][CH:16]=1)C(O)=O.C1(P(N=[N+]=[N-])(C2C=CC=CC=2)=[O:33])C=CC=CC=1.C([N:45]([CH2:48]C)CC)C.[OH2:50]. (5) Given the product [NH2:1][C:2]1[N:7]2[CH:8]=[C:9]([C:11]3[CH:12]=[CH:13][CH:14]=[CH:15][CH:16]=3)[N:10]=[C:6]2[C:5]([C:17]([NH:32][CH2:31][CH:28]2[CH2:29][CH2:30][N:25]([CH2:21][CH2:22][CH2:23][CH3:24])[CH2:26][CH2:27]2)=[O:19])=[CH:4][C:3]=1[Cl:20], predict the reactants needed to synthesize it. The reactants are: [NH2:1][C:2]1[N:7]2[CH:8]=[C:9]([C:11]3[CH:16]=[CH:15][CH:14]=[CH:13][CH:12]=3)[N:10]=[C:6]2[C:5]([C:17]([OH:19])=O)=[CH:4][C:3]=1[Cl:20].[CH2:21]([N:25]1[CH2:30][CH2:29][CH:28]([CH2:31][NH2:32])[CH2:27][CH2:26]1)[CH2:22][CH2:23][CH3:24].